From a dataset of Reaction yield outcomes from USPTO patents with 853,638 reactions. Predict the reaction yield, written as a fraction of the theoretical maximum amount of product (1.0 means a 100% yield; for example, 0.34 means a 34% yield). (1) The yield is 8.40. The product is [CH:15]([C:13]1[N:14]=[C:9]([C:33]2[CH:34]=[CH:35][CH:36]=[CH:37][C:32]=2[CH2:31][N:23]([C:17]2[CH:22]=[CH:21][CH:20]=[CH:19][CH:18]=2)[C:24](=[O:30])[O:25][C:26]([CH3:29])([CH3:28])[CH3:27])[CH:10]=[CH:11][CH:12]=1)=[O:16]. The reactants are O.C(=O)([O-])[O-].[Na+].[Na+].Br[C:9]1[N:14]=[C:13]([CH:15]=[O:16])[CH:12]=[CH:11][CH:10]=1.[C:17]1([N:23]([CH2:31][C:32]2[CH:37]=[CH:36][CH:35]=[CH:34][C:33]=2B2OC(C)(C)C(C)(C)O2)[C:24](=[O:30])[O:25][C:26]([CH3:29])([CH3:28])[CH3:27])[CH:22]=[CH:21][CH:20]=[CH:19][CH:18]=1. The catalyst is C1(C)C=CC=CC=1.O.CO.CO. (2) The reactants are Cl.[NH2:2][C:3]1[C:4]2[C:14]([O:15][CH2:16][C@H:17]3[CH2:22][CH2:21][CH2:20][CH2:19][NH:18]3)=[CH:13][CH:12]=[CH:11][C:5]=2[NH:6][S:7](=[O:10])(=[O:9])[N:8]=1.C(N(CC)CC)C.[CH3:30][CH:31]([CH3:36])[CH2:32][C:33](O)=[O:34].CCN=C=NCCCN(C)C.Cl.C1C=CC2N(O)N=NC=2C=1. The catalyst is CN(C=O)C. The product is [NH2:2][C:3]1[C:4]2[C:14]([O:15][CH2:16][C@H:17]3[CH2:22][CH2:21][CH2:20][CH2:19][N:18]3[C:33](=[O:34])[CH2:32][CH:31]([CH3:36])[CH3:30])=[CH:13][CH:12]=[CH:11][C:5]=2[NH:6][S:7](=[O:9])(=[O:10])[N:8]=1. The yield is 0.130. (3) The reactants are [C:1]([O:5][C:6]([N:8]1[CH2:13][CH2:12][CH:11]([N:14]([CH:25]2[CH2:30][CH2:29][CH:28]([CH3:31])[CH2:27][CH2:26]2)[C:15]([NH:17][C:18]2[S:19][C:20]([CH:23]=O)=[CH:21][N:22]=2)=[O:16])[CH2:10][CH2:9]1)=[O:7])([CH3:4])([CH3:3])[CH3:2].Cl.[CH3:33][O:34][C:35](=[O:45])[CH2:36][C:37](=[O:44])[N:38]1[CH2:43][CH2:42][NH:41][CH2:40][CH2:39]1.C(O[BH-](OC(=O)C)OC(=O)C)(=O)C.[Na+]. No catalyst specified. The product is [C:1]([O:5][C:6]([N:8]1[CH2:13][CH2:12][CH:11]([N:14]([CH:25]2[CH2:30][CH2:29][CH:28]([CH3:31])[CH2:27][CH2:26]2)[C:15]([NH:17][C:18]2[S:19][C:20]([CH2:23][N:41]3[CH2:40][CH2:39][N:38]([C:37](=[O:44])[CH2:36][C:35]([O:34][CH3:33])=[O:45])[CH2:43][CH2:42]3)=[CH:21][N:22]=2)=[O:16])[CH2:10][CH2:9]1)=[O:7])([CH3:4])([CH3:3])[CH3:2]. The yield is 0.250. (4) The reactants are [OH-].[Na+].[NH2:3][S:4]([C:7]1[CH:12]=[CH:11][C:10]([CH2:13][NH:14][C:15]([C:17]2[CH:18]=[N:19][C:20]3[C:25]([C:26]=2[NH:27][C:28]2[CH:29]=[C:30]([CH:36]=[CH:37][CH:38]=2)[C:31]([O:33]CC)=[O:32])=[CH:24][CH:23]=[C:22]([C:39]2[C:40]([CH3:45])=[N:41][O:42][C:43]=2[CH3:44])[CH:21]=3)=[O:16])=[CH:9][CH:8]=1)(=[O:6])=[O:5]. The catalyst is C(O)C. The product is [NH2:3][S:4]([C:7]1[CH:12]=[CH:11][C:10]([CH2:13][NH:14][C:15]([C:17]2[CH:18]=[N:19][C:20]3[C:25]([C:26]=2[NH:27][C:28]2[CH:29]=[C:30]([CH:36]=[CH:37][CH:38]=2)[C:31]([OH:33])=[O:32])=[CH:24][CH:23]=[C:22]([C:39]2[C:40]([CH3:45])=[N:41][O:42][C:43]=2[CH3:44])[CH:21]=3)=[O:16])=[CH:9][CH:8]=1)(=[O:6])=[O:5]. The yield is 0.409. (5) The reactants are ClC1C=CC=CC=1C1N(C[C@@H]2CCCNC2)C2N=C(NCC3C=CC(F)=C(F)C=3)N=CC=2C=1C.[Cl:35][C:36]1[CH:41]=[CH:40][CH:39]=[C:38]([Cl:42])[C:37]=1[C:43]1[N:61]([CH2:62][C@@H:63]2[CH2:68][CH2:67][CH2:66][N:65](C(OC(C)(C)C)=O)[CH2:64]2)[C:46]2[N:47]=[C:48]([NH:51][CH2:52][C:53]3[CH:58]=[CH:57][C:56]([F:59])=[C:55]([F:60])[CH:54]=3)[N:49]=[CH:50][C:45]=2[C:44]=1[CH3:76]. No catalyst specified. The product is [Cl:42][C:38]1[CH:39]=[CH:40][CH:41]=[C:36]([Cl:35])[C:37]=1[C:43]1[N:61]([CH2:62][C@@H:63]2[CH2:68][CH2:67][CH2:66][NH:65][CH2:64]2)[C:46]2[N:47]=[C:48]([NH:51][CH2:52][C:53]3[CH:58]=[CH:57][C:56]([F:59])=[C:55]([F:60])[CH:54]=3)[N:49]=[CH:50][C:45]=2[C:44]=1[CH3:76]. The yield is 0.170. (6) The reactants are Cl[C:2]1[N:3]=[C:4]([N:18]2[CH2:21][C:20]([F:23])([F:22])[CH2:19]2)[C:5]2[CH2:10][CH2:9][CH:8]([C:11]3[CH:16]=[CH:15][C:14]([F:17])=[CH:13][CH:12]=3)[C:6]=2[N:7]=1.[Cl:24][C:25]1[N:29]=[CH:28][N:27]([C:30]2[CH:36]=[CH:35][C:33]([NH2:34])=[CH:32][C:31]=2[O:37][CH3:38])[N:26]=1.C(O)(=O)C. The catalyst is C1COCC1.CO. The product is [Cl:24][C:25]1[N:29]=[CH:28][N:27]([C:30]2[CH:36]=[CH:35][C:33]([NH:34][C:2]3[N:3]=[C:4]([N:18]4[CH2:19][C:20]([F:23])([F:22])[CH2:21]4)[C:5]4[CH2:10][CH2:9][CH:8]([C:11]5[CH:16]=[CH:15][C:14]([F:17])=[CH:13][CH:12]=5)[C:6]=4[N:7]=3)=[CH:32][C:31]=2[O:37][CH3:38])[N:26]=1. The yield is 0.492.